This data is from Forward reaction prediction with 1.9M reactions from USPTO patents (1976-2016). The task is: Predict the product of the given reaction. (1) Given the reactants [C:1]([O:5][C:6]([C@@:8]12[CH:15]=[CH:14][CH2:13][C@@H:12]1[C:11](=S)[N:10]([C@@H:17]([C:19]1[CH:24]=[CH:23][CH:22]=[CH:21][CH:20]=1)[CH3:18])[CH2:9]2)=[O:7])([CH3:4])([CH3:3])[CH3:2], predict the reaction product. The product is: [C:1]([O:5][C:6]([C@@:8]12[CH:15]=[CH:14][CH2:13][C@@H:12]1[CH2:11][N:10]([C@@H:17]([C:19]1[CH:20]=[CH:21][CH:22]=[CH:23][CH:24]=1)[CH3:18])[CH2:9]2)=[O:7])([CH3:2])([CH3:3])[CH3:4]. (2) Given the reactants C(OC([N:8]1[CH2:13][CH2:12][CH:11]([NH:14][C:15](=[O:46])[C:16]2[CH:21]=[CH:20][C:19]([NH:22][C:23]3[N:24]=[CH:25][C:26]4[N:32]([CH3:33])[C:31](=[O:34])[C:30]([F:36])([F:35])[CH2:29][N:28]([CH:37]5[CH2:42][CH2:41][CH2:40][CH2:39][CH2:38]5)[C:27]=4[N:43]=3)=[C:18]([O:44][CH3:45])[CH:17]=2)[CH2:10][CH2:9]1)=O)(C)(C)C.FC(F)(F)C(O)=O, predict the reaction product. The product is: [CH:37]1([N:28]2[CH2:29][C:30]([F:36])([F:35])[C:31](=[O:34])[N:32]([CH3:33])[C:26]3[CH:25]=[N:24][C:23]([NH:22][C:19]4[CH:20]=[CH:21][C:16]([C:15]([NH:14][CH:11]5[CH2:12][CH2:13][NH:8][CH2:9][CH2:10]5)=[O:46])=[CH:17][C:18]=4[O:44][CH3:45])=[N:43][C:27]2=3)[CH2:38][CH2:39][CH2:40][CH2:41][CH2:42]1. (3) The product is: [C:24]([C:21]1[CH:22]=[CH:23][C:18]([NH:17][C@@H:14]2[CH2:15][CH2:16][N:12]([C:10]([NH:9][CH:3]3[CH2:4][CH:5]4[N:8]([S:36]([CH3:35])(=[O:38])=[O:37])[CH:1]([CH2:7][CH2:6]4)[CH2:2]3)=[O:11])[CH2:13]2)=[N:19][CH:20]=1)#[N:25]. Given the reactants [CH:1]12[NH:8][CH:5]([CH2:6][CH2:7]1)[CH2:4][CH:3]([NH:9][C:10]([N:12]1[CH2:16][CH2:15][C@@H:14]([NH:17][C:18]3[CH:23]=[CH:22][C:21]([C:24]#[N:25])=[CH:20][N:19]=3)[CH2:13]1)=[O:11])[CH2:2]2.CCN(C(C)C)C(C)C.[CH3:35][S:36](Cl)(=[O:38])=[O:37], predict the reaction product. (4) Given the reactants [N:1]1[CH:6]=[CH:5][C:4]([C:7]2[N:8]=[C:9](O)[C:10]3[CH:16]=[CH:15][N:14]=[CH:13][C:11]=3[N:12]=2)=[CH:3][CH:2]=1.O=P(Cl)(Cl)[Cl:20], predict the reaction product. The product is: [Cl:20][C:9]1[C:10]2[CH:16]=[CH:15][N:14]=[CH:13][C:11]=2[N:12]=[C:7]([C:4]2[CH:5]=[CH:6][N:1]=[CH:2][CH:3]=2)[N:8]=1. (5) Given the reactants [NH2:1][C:2]1[S:3][C:4]2[CH:10]=[C:9]([O:11]C)[CH:8]=[CH:7][C:5]=2[N:6]=1.Br, predict the reaction product. The product is: [NH2:1][C:2]1[S:3][C:4]2[CH:10]=[C:9]([OH:11])[CH:8]=[CH:7][C:5]=2[N:6]=1.